From a dataset of Forward reaction prediction with 1.9M reactions from USPTO patents (1976-2016). Predict the product of the given reaction. (1) Given the reactants [Cl:1][C:2]1[CH:10]=[C:9]2[C:5]([C:6]([C:11]([O:13]C)=[O:12])=[CH:7][NH:8]2)=[CH:4][C:3]=1[C:15]1[CH:20]=[CH:19][C:18]([O:21][CH2:22][CH2:23][CH2:24][OH:25])=[C:17]([F:26])[CH:16]=1.[OH-].[Na+].Cl, predict the reaction product. The product is: [Cl:1][C:2]1[CH:10]=[C:9]2[C:5]([C:6]([C:11]([OH:13])=[O:12])=[CH:7][NH:8]2)=[CH:4][C:3]=1[C:15]1[CH:20]=[CH:19][C:18]([O:21][CH2:22][CH2:23][CH2:24][OH:25])=[C:17]([F:26])[CH:16]=1. (2) Given the reactants [C:1](Cl)(=[O:3])[CH3:2].[OH:5][C@@H:6]([C@H:8]1[C:11](=[O:12])[NH:10][C@@H:9]1[C@@H:13]([CH3:24])[C:14]([O:16][CH2:17][C:18]1[CH:23]=[CH:22][CH:21]=[CH:20][CH:19]=1)=[O:15])[CH3:7].N1C=CC=CC=1, predict the reaction product. The product is: [C:1]([O:5][C@@H:6]([C@H:8]1[C:11](=[O:12])[NH:10][C@@H:9]1[C@@H:13]([CH3:24])[C:14]([O:16][CH2:17][C:18]1[CH:19]=[CH:20][CH:21]=[CH:22][CH:23]=1)=[O:15])[CH3:7])(=[O:3])[CH3:2].